Dataset: Full USPTO retrosynthesis dataset with 1.9M reactions from patents (1976-2016). Task: Predict the reactants needed to synthesize the given product. (1) The reactants are: [CH3:1][O:2][C:3]1[C:8]([CH3:9])=[CH:7][C:6](B(O)O)=[C:5]([CH3:13])[CH:4]=1.Cl[C:15]1[N:20]=[C:19]([NH2:21])[N:18]=[C:17]([NH:22][CH:23]2[CH2:25][CH2:24]2)[CH:16]=1. Given the product [CH:23]1([NH:22][C:17]2[CH:16]=[C:15]([C:6]3[CH:7]=[C:8]([CH3:9])[C:3]([O:2][CH3:1])=[CH:4][C:5]=3[CH3:13])[N:20]=[C:19]([NH2:21])[N:18]=2)[CH2:25][CH2:24]1, predict the reactants needed to synthesize it. (2) Given the product [C:25]([O:24][C:22](=[O:23])[NH:9][CH2:8][C:7]1[CH:10]=[CH:11][CH:12]=[C:5]([N+:2]([O-:4])=[O:3])[CH:6]=1)([CH3:28])([CH3:27])[CH3:26], predict the reactants needed to synthesize it. The reactants are: Cl.[N+:2]([C:5]1[CH:6]=[C:7]([CH:10]=[CH:11][CH:12]=1)[CH2:8][NH2:9])([O-:4])=[O:3].C(N(CC)C(C)C)(C)C.[C:22](O[C:22]([O:24][C:25]([CH3:28])([CH3:27])[CH3:26])=[O:23])([O:24][C:25]([CH3:28])([CH3:27])[CH3:26])=[O:23]. (3) Given the product [CH2:1]([O:8][C:9]([N:11]1[CH2:16][CH2:15][CH:14]([CH:17]2[C:25]3[C:20](=[CH:21][CH:22]=[CH:23][CH:24]=3)[N:19]([S:34]([CH3:33])(=[O:36])=[O:35])[CH2:18]2)[CH2:13][CH2:12]1)=[O:10])[C:2]1[CH:7]=[CH:6][CH:5]=[CH:4][CH:3]=1, predict the reactants needed to synthesize it. The reactants are: [CH2:1]([O:8][C:9]([N:11]1[CH2:16][CH2:15][CH:14]([CH:17]2[C:25]3[C:20](=[CH:21][CH:22]=[CH:23][CH:24]=3)[NH:19][CH2:18]2)[CH2:13][CH2:12]1)=[O:10])[C:2]1[CH:7]=[CH:6][CH:5]=[CH:4][CH:3]=1.C(N(CC)CC)C.[CH3:33][S:34](Cl)(=[O:36])=[O:35].C(OCC)(=O)C. (4) Given the product [N+:3]([C:6]1[CH:7]=[N:8][N:9]([CH2:11][CH2:12][CH2:13][NH:14][C:16]2[N:17]=[CH:18][C:19]3[N:24]=[N:23][N:22]([C:25]4[CH:26]=[CH:27][C:28]([O:29][CH2:30][CH2:31][C:32]([OH:34])=[O:33])=[CH:35][CH:36]=4)[C:20]=3[N:21]=2)[CH:10]=1)([O-:5])=[O:4], predict the reactants needed to synthesize it. The reactants are: Cl.Cl.[N+:3]([C:6]1[CH:7]=[N:8][N:9]([CH2:11][CH2:12][CH2:13][NH2:14])[CH:10]=1)([O-:5])=[O:4].Cl[C:16]1[N:17]=[CH:18][C:19]2[N:24]=[N:23][N:22]([C:25]3[CH:36]=[CH:35][C:28]([O:29][CH2:30][CH2:31][C:32]([OH:34])=[O:33])=[CH:27][CH:26]=3)[C:20]=2[N:21]=1.C(N(CC)CC)C. (5) The reactants are: C(=O)([O-])[O-].[Na+].[Na+].[Br:7][C:8]1[CH:9]=[CH:10][C:11](I)=[N:12][CH:13]=1.[CH2:15]([O:17][C:18]([C:20]1([C:23]2[CH:28]=[CH:27][C:26](B3OC(C)(C)C(C)(C)O3)=[CH:25][CH:24]=2)[CH2:22][CH2:21]1)=[O:19])[CH3:16]. Given the product [CH2:15]([O:17][C:18]([C:20]1([C:23]2[CH:28]=[CH:27][C:26]([C:11]3[CH:10]=[CH:9][C:8]([Br:7])=[CH:13][N:12]=3)=[CH:25][CH:24]=2)[CH2:21][CH2:22]1)=[O:19])[CH3:16], predict the reactants needed to synthesize it. (6) Given the product [BrH:13].[Br-:13].[CH2:14]([N+:1]1[CH:2]=[CH:3][CH:4]=[C:5]([C@@H:7]2[CH2:12][CH2:11][CH2:10][N:8]2[CH3:9])[CH:6]=1)[CH2:15][CH2:16]/[CH:17]=[CH:18]\[CH2:19][CH2:20][CH2:21][CH2:22][CH3:23], predict the reactants needed to synthesize it. The reactants are: [N:1]1[CH:6]=[C:5]([C@@H:7]2[CH2:12][CH2:11][CH2:10][N:8]2[CH3:9])[CH:4]=[CH:3][CH:2]=1.[Br:13][CH2:14][CH2:15][CH2:16]/[CH:17]=[CH:18]\[CH2:19][CH2:20][CH2:21][CH2:22][CH3:23].